Dataset: Reaction yield outcomes from USPTO patents with 853,638 reactions. Task: Predict the reaction yield, written as a fraction of the theoretical maximum amount of product (1.0 means a 100% yield; for example, 0.34 means a 34% yield). (1) The reactants are C(OC([NH:8][C:9]1[CH:14]=[CH:13][C:12]([C:15]([CH3:18])([CH3:17])[CH3:16])=[C:11]([NH:19][C:20]([C:22]2[C:31](=[O:32])[C:30]3[C:25](=[CH:26][CH:27]=[CH:28][CH:29]=3)[NH:24][CH:23]=2)=[O:21])[CH:10]=1)=O)(C)(C)C.C(O)(C(F)(F)F)=O. The catalyst is C(Cl)Cl. The product is [NH2:8][C:9]1[CH:14]=[CH:13][C:12]([C:15]([CH3:18])([CH3:17])[CH3:16])=[C:11]([NH:19][C:20]([C:22]2[C:31](=[O:32])[C:30]3[C:25](=[CH:26][CH:27]=[CH:28][CH:29]=3)[NH:24][CH:23]=2)=[O:21])[CH:10]=1. The yield is 0.560. (2) The reactants are [CH2:1]([C:3]1[CH:8]=[C:7]([N+:9]([O-:11])=[O:10])[CH:6]=[CH:5][C:4]=1[OH:12])[CH3:2].C(=O)([O-])[O-].[K+].[K+].Br[CH2:20][CH2:21][O:22][CH:23]1[CH2:28][CH2:27][CH2:26][CH2:25][O:24]1. The catalyst is C(#N)C. The product is [CH2:1]([C:3]1[CH:8]=[C:7]([N+:9]([O-:11])=[O:10])[CH:6]=[CH:5][C:4]=1[O:12][CH2:20][CH2:21][O:22][CH:23]1[CH2:28][CH2:27][CH2:26][CH2:25][O:24]1)[CH3:2]. The yield is 0.850. (3) The product is [Cl:1][C:2]1[CH:3]=[CH:4][C:5]([C:8]2[O:9][C:10]3[CH:21]=[C:20]([N+:22]([O-:24])=[O:23])[C:19]([O:25][S:28]([C:27]([F:40])([F:39])[F:26])(=[O:30])=[O:29])=[CH:18][C:11]=3[C:12]=2[C:13]([O:15][CH2:16][CH3:17])=[O:14])=[CH:6][CH:7]=1. The yield is 0.800. The reactants are [Cl:1][C:2]1[CH:7]=[CH:6][C:5]([C:8]2[O:9][C:10]3[CH:21]=[C:20]([N+:22]([O-:24])=[O:23])[C:19]([OH:25])=[CH:18][C:11]=3[C:12]=2[C:13]([O:15][CH2:16][CH3:17])=[O:14])=[CH:4][CH:3]=1.[F:26][C:27]([F:40])([F:39])[S:28](O[S:28]([C:27]([F:40])([F:39])[F:26])(=[O:30])=[O:29])(=[O:30])=[O:29]. The catalyst is CN(C1C=CN=CC=1)C.C(Cl)Cl. (4) The reactants are [BH4-].[Na+].B(OC)(OC)OC.[F:10][C:11]1[CH:30]=[CH:29][C:14]([C:15]([C:17]2[CH:25]=[CH:24][C:20]([C:21](O)=[O:22])=[CH:19][C:18]=2[C:26](O)=[O:27])=O)=[CH:13][CH:12]=1.O. The catalyst is C1COCC1. The product is [F:10][C:11]1[CH:30]=[CH:29][C:14]([CH:15]2[C:17]3[C:18](=[CH:19][C:20]([CH2:21][OH:22])=[CH:24][CH:25]=3)[CH2:26][O:27]2)=[CH:13][CH:12]=1. The yield is 0.810. (5) The reactants are [NH2:1][C:2]1[CH:7]=[C:6]([O:8][CH3:9])[C:5]([F:10])=[CH:4][C:3]=1[S:11]([NH2:14])(=[O:13])=[O:12].[Cl:15][C:16]1[C:21]([Cl:22])=[CH:20][CH:19]=[CH:18][C:17]=1[S:23](Cl)(=[O:25])=[O:24].C(N(CC)CC)C. The catalyst is ClCCl. The product is [Cl:15][C:16]1[C:21]([Cl:22])=[CH:20][CH:19]=[CH:18][C:17]=1[S:23]([NH:1][C:2]1[CH:7]=[C:6]([O:8][CH3:9])[C:5]([F:10])=[CH:4][C:3]=1[S:11](=[O:13])(=[O:12])[NH2:14])(=[O:25])=[O:24]. The yield is 0.0600. (6) The reactants are O[C:2]([CH:11]([CH3:13])[CH3:12])([CH:6]([CH3:10])[C:7]([OH:9])=[O:8])[C:3](O)=[O:4].CCCCCC.C(OCC)(=O)C. The catalyst is C(OC(=O)C)(=O)C. The product is [CH:11]([C:2]1[C:3]([O:8][C:7](=[O:9])[C:6]=1[CH3:10])=[O:4])([CH3:13])[CH3:12]. The yield is 0.400. (7) The product is [CH:16]([O:15][C:6]1[C:5]([O:19][CH3:20])=[CH:4][CH:3]=[C:2]([C:22]#[C:21][CH3:23])[C:7]=1[NH:8][C:9](=[O:14])[C:10]([F:13])([F:12])[F:11])([CH3:18])[CH3:17]. The reactants are I[C:2]1[C:7]([NH:8][C:9](=[O:14])[C:10]([F:13])([F:12])[F:11])=[C:6]([O:15][CH:16]([CH3:18])[CH3:17])[C:5]([O:19][CH3:20])=[CH:4][CH:3]=1.[CH:21](N(CC)C(C)C)([CH3:23])[CH3:22].C#CC. The catalyst is CN(C=O)C.[Cu]I. The yield is 0.790.